From a dataset of Forward reaction prediction with 1.9M reactions from USPTO patents (1976-2016). Predict the product of the given reaction. (1) Given the reactants OC1C(C)(C)C[O:5][CH:4]([C:10]([CH3:14])([CH3:13])[CH2:11][OH:12])O1.OCC(C)(C)C=O.[CH:22]#[N:23], predict the reaction product. The product is: [OH:5][C@H:4]([C:10]([CH3:13])([CH3:14])[CH2:11][OH:12])[C:22]#[N:23]. (2) Given the reactants [CH3:1][O:2][C:3]1[C:4]([CH2:16][O:17][C:18]2[CH:23]=[CH:22][C:21]([C:24]3[CH:28]=[CH:27][NH:26][N:25]=3)=[CH:20][C:19]=2[CH3:29])=[C:5]([N:9]2[C:13](=[O:14])[N:12]([CH3:15])[N:11]=[N:10]2)[CH:6]=[CH:7][CH:8]=1.CN(C)C=O.[H-].[Na+].[CH:37]1([CH2:40]Br)[CH2:39][CH2:38]1, predict the reaction product. The product is: [CH3:1][O:2][C:3]1[C:4]([CH2:16][O:17][C:18]2[CH:23]=[CH:22][C:21]([C:24]3[CH:28]=[CH:27][N:26]([CH2:40][CH:37]4[CH2:39][CH2:38]4)[N:25]=3)=[CH:20][C:19]=2[CH3:29])=[C:5]([N:9]2[C:13](=[O:14])[N:12]([CH3:15])[N:11]=[N:10]2)[CH:6]=[CH:7][CH:8]=1. (3) Given the reactants FC(F)(F)S(O[C@H:7]([CH2:12][N:13]([C:18]1[CH:23]=[CH:22][C:21]([O:24][C:25]2[CH:30]=[CH:29][C:28]([C:31]([F:34])([F:33])[F:32])=[CH:27][CH:26]=2)=[CH:20][CH:19]=1)[S:14]([CH3:17])(=[O:16])=[O:15])[C:8]([O:10][CH3:11])=[O:9])(=O)=O.[NH:37]1[CH2:42][CH2:41][O:40][CH2:39][CH2:38]1.C(Cl)Cl.O, predict the reaction product. The product is: [N:37]1([C@@H:7]([CH2:12][N:13]([C:18]2[CH:19]=[CH:20][C:21]([O:24][C:25]3[CH:30]=[CH:29][C:28]([C:31]([F:32])([F:33])[F:34])=[CH:27][CH:26]=3)=[CH:22][CH:23]=2)[S:14]([CH3:17])(=[O:16])=[O:15])[C:8]([O:10][CH3:11])=[O:9])[CH2:42][CH2:41][O:40][CH2:39][CH2:38]1. (4) Given the reactants [OH:1][CH2:2][CH:3]1[CH2:8][CH2:7][N:6]([C:9]([O:11][C:12]([CH3:15])([CH3:14])[CH3:13])=[O:10])[CH2:5][CH2:4]1.[Cl:16][C:17]1[C:18](F)=[CH:19][C:20]([F:30])=[C:21]([CH:29]=1)[C:22]([NH:24][S:25]([CH3:28])(=[O:27])=[O:26])=[O:23], predict the reaction product. The product is: [Cl:16][C:17]1[CH:29]=[C:21]([C:22](=[O:23])[NH:24][S:25]([CH3:28])(=[O:26])=[O:27])[C:20]([F:30])=[CH:19][C:18]=1[O:1][CH2:2][CH:3]1[CH2:8][CH2:7][N:6]([C:9]([O:11][C:12]([CH3:15])([CH3:14])[CH3:13])=[O:10])[CH2:5][CH2:4]1.